From a dataset of Forward reaction prediction with 1.9M reactions from USPTO patents (1976-2016). Predict the product of the given reaction. (1) Given the reactants Cl[C:2]1[C:7]([C:8]2[CH:13]=[CH:12][N:11]3[N:14]=[CH:15][C:16]([C:17]#[N:18])=[C:10]3[N:9]=2)=[CH:6][CH:5]=[CH:4][N:3]=1.[CH3:19][C:20]1[CH:25]=[CH:24][CH:23]=[C:22]([Sn](CCCC)(CCCC)CCCC)[N:21]=1.FC1C=C(C2C=CC3N(C(C#N)=CN=3)C=2)C(C2C=CC=C(C)N=2)=NC=1, predict the reaction product. The product is: [CH3:19][C:20]1[N:21]=[C:22]([C:2]2[C:7]([C:8]3[CH:13]=[CH:12][N:11]4[N:14]=[CH:15][C:16]([C:17]#[N:18])=[C:10]4[N:9]=3)=[CH:6][CH:5]=[CH:4][N:3]=2)[CH:23]=[CH:24][CH:25]=1. (2) Given the reactants [Br:1][C:2]1[C:11]2[C:10]([CH3:13])([CH3:12])[CH2:9][CH:8]=[C:7]([C:14]([CH3:17])(C)[CH3:15])[C:6]=2[CH:5]=[C:4](/[C:18](/[CH3:23])=[C:19](/[F:22])\[CH2:20][OH:21])[C:3]=1[O:24][CH2:25][CH3:26].Br[C:28]1C2C(C)(C)CC=C(C(C)(C)C)C=2C=C(/C(/C)=C(/F)\C(OCC)=O)C=1OCC.[H-].C([Al+]CC(C)C)C(C)C, predict the reaction product. The product is: [Br:1][C:2]1[C:11]2[C:10]([CH3:12])([CH3:13])[CH2:9][CH:8]=[C:7]([CH:14]([CH3:17])[CH3:15])[C:6]=2[CH:5]=[C:4](/[C:18](/[CH3:23])=[C:19](/[F:22])\[CH2:20][OH:21])[C:3]=1[O:24][CH2:25][CH2:26][CH3:28]. (3) Given the reactants [Cl:1][C:2]1[CH:3]=[C:4]([CH:9]=[CH:10][N:11]=1)[C:5]([O:7][CH3:8])=[O:6].[F:12][C:13]([F:24])([F:23])[C:14]1[N:19]=[CH:18][C:17](B(O)O)=[CH:16][CH:15]=1.C(=O)([O-])[O-].[K+].[K+].Cl, predict the reaction product. The product is: [ClH:1].[F:12][C:13]([F:24])([F:23])[C:14]1[N:19]=[CH:18][C:17]([C:2]2[CH:3]=[C:4]([C:5]([O:7][CH3:8])=[O:6])[CH:9]=[CH:10][N:11]=2)=[CH:16][CH:15]=1. (4) The product is: [Br-:32].[OH:9][C:8]([C:16]1[CH:21]=[CH:20][CH:19]=[CH:18][CH:17]=1)([C:10]1[CH:15]=[CH:14][CH:13]=[CH:12][CH:11]=1)[C:4]12[CH2:7][N+:1]([CH2:31][CH2:30][O:29][CH2:28][C:22]3[CH:27]=[CH:26][CH:25]=[CH:24][CH:23]=3)([CH2:6][CH2:5]1)[CH2:2][CH2:3]2. Given the reactants [N:1]12[CH2:7][C:4]([C:8]([C:16]3[CH:21]=[CH:20][CH:19]=[CH:18][CH:17]=3)([C:10]3[CH:15]=[CH:14][CH:13]=[CH:12][CH:11]=3)[OH:9])([CH2:5][CH2:6]1)[CH2:3][CH2:2]2.[C:22]1([CH2:28][O:29][CH2:30][CH2:31][Br:32])[CH:27]=[CH:26][CH:25]=[CH:24][CH:23]=1, predict the reaction product. (5) Given the reactants [C:1]([CH2:3][CH2:4][CH2:5][C:6]1([C:17]#[N:18])[CH2:11][CH2:10][N:9]([C:12]([O:14][CH2:15][CH3:16])=[O:13])[CH2:8][CH2:7]1)#[N:2].C([N-]C(C)C)(C)C.[Li+].Cl, predict the reaction product. The product is: [OH2:13].[C:1]([CH:3]1[CH2:4][CH2:5][C:6]2([CH2:11][CH2:10][N:9]([C:12]([O:14][CH2:15][CH3:16])=[O:13])[CH2:8][CH2:7]2)[C:17]1=[NH:18])#[N:2].[CH2:15]([O:14][C:12]([N:9]1[CH2:10][CH2:11][C:6]2([C:17](=[NH:18])[CH:3]([C:1]#[N:2])[CH2:4][CH2:5]2)[CH2:7][CH2:8]1)=[O:13])[CH3:16]. (6) Given the reactants [Li+].[OH-].C[O:4][C:5](=[O:27])[C:6]1[CH:15]=[C:14]([O:16][C:17]2[CH:26]=[CH:25][C:24]3[C:19](=[CH:20][CH:21]=[CH:22][CH:23]=3)[CH:18]=2)[CH:13]=[C:8]([C:9]([O:11]C)=[O:10])[CH:7]=1.Cl, predict the reaction product. The product is: [CH:18]1[C:19]2[C:24](=[CH:23][CH:22]=[CH:21][CH:20]=2)[CH:25]=[CH:26][C:17]=1[O:16][C:14]1[CH:13]=[C:8]([C:9]([OH:11])=[O:10])[CH:7]=[C:6]([CH:15]=1)[C:5]([OH:27])=[O:4]. (7) Given the reactants [OH:1][CH:2]1[CH2:5][N:4]([C:6]([N:8]2[CH2:13][CH:12]([C:14]3[CH:19]=[CH:18][C:17]([O:20][C:21]([F:24])([F:23])[F:22])=[CH:16][CH:15]=3)[CH2:11][CH:10]([C:25](O)=[O:26])[CH2:9]2)=[O:7])[CH2:3]1.O[N:29]=[C:30]([NH2:32])[CH3:31], predict the reaction product. The product is: [OH:1][CH:2]1[CH2:3][N:4]([C:6]([N:8]2[CH2:13][CH:12]([C:14]3[CH:15]=[CH:16][C:17]([O:20][C:21]([F:22])([F:23])[F:24])=[CH:18][CH:19]=3)[CH2:11][CH:10]([C:25]3[O:26][N:32]=[C:30]([CH3:31])[N:29]=3)[CH2:9]2)=[O:7])[CH2:5]1.